This data is from Peptide-MHC class I binding affinity with 185,985 pairs from IEDB/IMGT. The task is: Regression. Given a peptide amino acid sequence and an MHC pseudo amino acid sequence, predict their binding affinity value. This is MHC class I binding data. (1) The peptide sequence is RAVEPGTVL. The MHC is HLA-B48:01 with pseudo-sequence HLA-B48:01. The binding affinity (normalized) is 0.581. (2) The peptide sequence is IMKVVNRWL. The MHC is HLA-B40:01 with pseudo-sequence HLA-B40:01. The binding affinity (normalized) is 0.0847. (3) The peptide sequence is MCNVYIPPY. The MHC is HLA-A30:02 with pseudo-sequence HLA-A30:02. The binding affinity (normalized) is 0.198. (4) The peptide sequence is KLYLRPWWH. The MHC is HLA-B57:01 with pseudo-sequence HLA-B57:01. The binding affinity (normalized) is 0.0847. (5) The binding affinity (normalized) is 0.213. The peptide sequence is VPGLSPEAL. The MHC is HLA-B18:01 with pseudo-sequence HLA-B18:01. (6) The peptide sequence is QPRAPIRPI. The MHC is HLA-A23:01 with pseudo-sequence HLA-A23:01. The binding affinity (normalized) is 0. (7) The peptide sequence is DMNLEQWSV. The MHC is HLA-A02:01 with pseudo-sequence HLA-A02:01. The binding affinity (normalized) is 0.0847. (8) The peptide sequence is GPKVKYLYF. The MHC is HLA-B35:01 with pseudo-sequence HLA-B35:01. The binding affinity (normalized) is 0. (9) The MHC is HLA-B08:01 with pseudo-sequence HLA-B08:01. The peptide sequence is FLMRNAIQY. The binding affinity (normalized) is 0.0847.